From a dataset of Full USPTO retrosynthesis dataset with 1.9M reactions from patents (1976-2016). Predict the reactants needed to synthesize the given product. (1) The reactants are: C(O)C.C([O:6][C:7](=[O:35])[CH2:8][CH2:9][CH2:10][N:11]1[CH:15]=[C:14]([C:16]2[C:28]3[C:27]4[C:22](=[CH:23][CH:24]=[CH:25][CH:26]=4)[C:21]([OH:33])([C:29]([F:32])([F:31])[F:30])[C:20]=3[CH:19]=[C:18]([CH3:34])[CH:17]=2)[CH:13]=[N:12]1)C.[OH-].[Na+].Cl. Given the product [OH:33][C:21]1([C:29]([F:31])([F:32])[F:30])[C:20]2[CH:19]=[C:18]([CH3:34])[CH:17]=[C:16]([C:14]3[CH:13]=[N:12][N:11]([CH2:10][CH2:9][CH2:8][C:7]([OH:35])=[O:6])[CH:15]=3)[C:28]=2[C:27]2[C:22]1=[CH:23][CH:24]=[CH:25][CH:26]=2, predict the reactants needed to synthesize it. (2) Given the product [Cl:20][C:17]1[CH:18]=[CH:19][C:14]([O:13][C@H:11]2[CH2:12][NH:8][C@H:9]([C:21]([NH:22][C@:23]3([C:28]([NH:30][S:31]([C:34]4[CH:39]=[CH:38][CH:37]=[CH:36][C:35]=4[NH:40][CH2:41][CH2:42][CH2:43][CH2:44][CH2:45][CH2:46][CH2:47][C@H:48]([NH:49][C:50]([O:52][CH:53]4[CH2:57][CH2:56][CH2:55][CH2:54]4)=[O:51])[C:58]([OH:60])=[O:59])(=[O:32])=[O:33])=[O:29])[CH2:25][C@H:24]3[CH:26]=[CH2:27])=[O:61])[CH2:10]2)=[N:15][CH:16]=1, predict the reactants needed to synthesize it. The reactants are: C(OC([N:8]1[CH2:12][C@H:11]([O:13][C:14]2[CH:19]=[CH:18][C:17]([Cl:20])=[CH:16][N:15]=2)[CH2:10][C@H:9]1[C:21](=[O:61])[NH:22][C@:23]1([C:28]([NH:30][S:31]([C:34]2[CH:39]=[CH:38][CH:37]=[CH:36][C:35]=2[NH:40][CH2:41][CH2:42][CH2:43][CH2:44][CH2:45][CH2:46][CH2:47][C@@H:48]([C:58]([OH:60])=[O:59])[NH:49][C:50]([O:52][CH:53]2[CH2:57][CH2:56][CH2:55][CH2:54]2)=[O:51])(=[O:33])=[O:32])=[O:29])[CH2:25][C@H:24]1[CH:26]=[CH2:27])=O)(C)(C)C.C(O)(C(F)(F)F)=O.